From a dataset of Forward reaction prediction with 1.9M reactions from USPTO patents (1976-2016). Predict the product of the given reaction. (1) Given the reactants [H-].[Na+].[NH:3]1[C:11]2[CH:10]=[CH:9][CH:8]=[C:7]([C:12]([O:14][CH3:15])=[O:13])[C:6]=2[CH:5]=[CH:4]1.Br[CH2:17][CH:18]1[CH2:20][CH2:19]1.Cl, predict the reaction product. The product is: [CH:18]1([CH2:17][N:3]2[C:11]3[CH:10]=[CH:9][CH:8]=[C:7]([C:12]([O:14][CH3:15])=[O:13])[C:6]=3[CH:5]=[CH:4]2)[CH2:20][CH2:19]1. (2) The product is: [C:41]([C:36]1[CH:37]=[C:38]2[C:33](=[CH:34][CH:35]=1)[CH:32]=[C:31]([NH:30][C:28]([C@H:9]1[C@H:8]([C:4]3[CH:5]=[CH:6][CH:7]=[C:2]([Cl:1])[C:3]=3[F:44])[C@:12]([C:15]3[CH:20]=[CH:19][C:18]([Cl:21])=[CH:17][C:16]=3[F:22])([C:13]#[N:14])[C@H:11]([CH2:23][C:24]([CH3:27])([CH3:26])[CH3:25])[NH:10]1)=[O:29])[CH:40]=[CH:39]2)(=[O:43])[NH2:46]. Given the reactants [Cl:1][C:2]1[C:3]([F:44])=[C:4]([C@@H:8]2[C@:12]([C:15]3[CH:20]=[CH:19][C:18]([Cl:21])=[CH:17][C:16]=3[F:22])([C:13]#[N:14])[C@H:11]([CH2:23][C:24]([CH3:27])([CH3:26])[CH3:25])[NH:10][C@H:9]2[C:28]([NH:30][C:31]2[CH:32]=[C:33]3[C:38](=[CH:39][CH:40]=2)[CH:37]=[C:36]([C:41]([OH:43])=O)[CH:35]=[CH:34]3)=[O:29])[CH:5]=[CH:6][CH:7]=1.C[N:46](C(ON1N=NC2C=CC=NC1=2)=[N+](C)C)C.F[P-](F)(F)(F)(F)F.CCN(C(C)C)C(C)C.N, predict the reaction product. (3) Given the reactants [Br:1][C:2]1[CH:3]=[C:4]2[C:9](=[CH:10][CH:11]=1)[CH:8]=[C:7]([O:12][CH2:13][CH2:14][C@@H:15]([N:26]1[CH:30]=[C:29]([C:31]([NH2:33])=[O:32])[N:28]=[CH:27]1)[C@@H:16]([O:18][Si](C(C)(C)C)(C)C)[CH3:17])[CH:6]=[CH:5]2.[F-].C([N+](CCCC)(CCCC)CCCC)CCC, predict the reaction product. The product is: [Br:1][C:2]1[CH:3]=[C:4]2[C:9](=[CH:10][CH:11]=1)[CH:8]=[C:7]([O:12][CH2:13][CH2:14][C@@H:15]([N:26]1[CH:30]=[C:29]([C:31]([NH2:33])=[O:32])[N:28]=[CH:27]1)[C@@H:16]([OH:18])[CH3:17])[CH:6]=[CH:5]2. (4) The product is: [CH2:1]([N:8]1[CH2:13][CH2:12][C@@H:11]([NH:14][C:15](=[O:21])[O:16][C:17]([CH3:20])([CH3:19])[CH3:18])[C@H:10]([CH2:22][C:25]2[CH:30]=[CH:29][C:28]([CH2:31][CH2:32][C:33]#[N:34])=[CH:27][CH:26]=2)[CH2:9]1)[C:2]1[CH:7]=[CH:6][CH:5]=[CH:4][CH:3]=1. Given the reactants [CH2:1]([N:8]1[CH2:13][CH2:12][C@@H:11]([NH:14][C:15](=[O:21])[O:16][C:17]([CH3:20])([CH3:19])[CH3:18])[C@H:10]([CH2:22]O)[CH2:9]1)[C:2]1[CH:7]=[CH:6][CH:5]=[CH:4][CH:3]=1.O[C:25]1[CH:30]=[CH:29][C:28]([CH2:31][CH2:32][C:33]#[N:34])=[CH:27][CH:26]=1.C1CCN(C(N=NC(N2CCCCC2)=O)=O)CC1.P(CCCC)(CCCC)CCCC, predict the reaction product. (5) Given the reactants Br[C:2]1[C:10]2[N:9]3[CH2:11][CH2:12][NH:13][C:14](=[O:15])[C:8]3=[C:7]([CH3:16])[C:6]=2[CH:5]=[C:4]([C:17]#[N:18])[CH:3]=1.[F:19][C:20]1[CH:21]=[C:22](B(O)O)[CH:23]=[C:24]([F:27])[C:25]=1[F:26], predict the reaction product. The product is: [CH3:16][C:7]1[C:6]2[CH:5]=[C:4]([C:17]#[N:18])[CH:3]=[C:2]([C:22]3[CH:21]=[C:20]([F:19])[C:25]([F:26])=[C:24]([F:27])[CH:23]=3)[C:10]=2[N:9]2[CH2:11][CH2:12][NH:13][C:14](=[O:15])[C:8]=12. (6) Given the reactants CS([C:4]1[N:9]=[C:8]([C:10]2[N:14]3[CH:15]=[CH:16][CH:17]=[C:18]([C:19]([OH:22])([CH3:21])[CH3:20])[C:13]3=[N:12][CH:11]=2)[CH:7]=[CH:6][N:5]=1)=O.[CH3:23][S:24]([CH2:27][CH:28]1[CH2:33][CH2:32][CH:31]([NH2:34])[CH2:30][CH2:29]1)(=[O:26])=[O:25], predict the reaction product. The product is: [CH3:23][S:24]([CH2:27][CH:28]1[CH2:33][CH2:32][CH:31]([NH:34][C:4]2[N:9]=[C:8]([C:10]3[N:14]4[CH:15]=[CH:16][CH:17]=[C:18]([C:19]([OH:22])([CH3:20])[CH3:21])[C:13]4=[N:12][CH:11]=3)[CH:7]=[CH:6][N:5]=2)[CH2:30][CH2:29]1)(=[O:25])=[O:26]. (7) Given the reactants [CH3:1][O:2][C:3]1[CH:19]=[CH:18][C:6]([CH2:7][N:8]2[CH2:13][CH2:12][CH2:11][CH:10]([CH3:14])[CH:9]2[C:15]([NH2:17])=O)=[CH:5][CH:4]=1.[H-].[H-].[H-].[H-].[Li+].[Al+3], predict the reaction product. The product is: [CH3:1][O:2][C:3]1[CH:19]=[CH:18][C:6]([CH2:7][N:8]2[CH2:13][CH2:12][CH2:11][C@@H:10]([CH3:14])[C@H:9]2[CH2:15][NH2:17])=[CH:5][CH:4]=1. (8) Given the reactants Cl[C:2]1[CH:7]=[C:6]([C:8]2[N:13]=[CH:12][N:11]=[C:10]([NH:14][C:15]3[CH:16]=[N:17][C:18]([O:21][CH3:22])=[CH:19][CH:20]=3)[N:9]=2)[CH:5]=[CH:4][N:3]=1.[NH:23]1[CH2:28][CH2:27][CH2:26][CH2:25][CH2:24]1.N12CCCN=C1CCCCC2.[Cl-].[NH4+].CN(C)[CH:44]=[O:45], predict the reaction product. The product is: [CH3:22][O:21][C:18]1[N:17]=[CH:16][C:15]([NH:14][C:10]2[N:11]=[CH:12][N:13]=[C:8]([C:6]3[CH:5]=[CH:4][N:3]=[C:2]([C:44]([N:23]4[CH2:28][CH2:27][CH2:26][CH2:25][CH2:24]4)=[O:45])[CH:7]=3)[N:9]=2)=[CH:20][CH:19]=1.